Dataset: Catalyst prediction with 721,799 reactions and 888 catalyst types from USPTO. Task: Predict which catalyst facilitates the given reaction. (1) Reactant: [CH2:1]([N:8]1[CH2:13][CH2:12][N:11]([C:14]([C:16]2[CH:20]=[C:19]([CH3:21])[N:18]([C:22]3[CH:27]=[CH:26][CH:25]=[CH:24][CH:23]=3)[C:17]=2[C:28]2[CH:33]=[CH:32][CH:31]=[CH:30][CH:29]=2)=[O:15])[CH:10]([CH2:34][C:35]([NH2:37])=[O:36])[CH2:9]1)[C:2]1[CH:7]=[CH:6][CH:5]=[CH:4][CH:3]=1.Cl[CH2:39][C:40](=O)[CH3:41]. Product: [CH2:1]([N:8]1[CH2:13][CH2:12][N:11]([C:14]([C:16]2[CH:20]=[C:19]([CH3:21])[N:18]([C:22]3[CH:23]=[CH:24][CH:25]=[CH:26][CH:27]=3)[C:17]=2[C:28]2[CH:33]=[CH:32][CH:31]=[CH:30][CH:29]=2)=[O:15])[CH:10]([CH2:34][C:35]2[O:36][CH:39]=[C:40]([CH3:41])[N:37]=2)[CH2:9]1)[C:2]1[CH:7]=[CH:6][CH:5]=[CH:4][CH:3]=1. The catalyst class is: 389. (2) Reactant: Cl[C:2]1[N:10]=[C:9]2[C:5]([N:6]=[CH:7][N:8]2[CH2:11][CH3:12])=[C:4]([NH:13][C:14]2[CH:19]=[CH:18][C:17]([Cl:20])=[CH:16][CH:15]=2)[N:3]=1.[CH3:21][S-:22].[Na+]. Product: [Cl:20][C:17]1[CH:18]=[CH:19][C:14]([NH:13][C:4]2[N:3]=[C:2]([S:22][CH3:21])[N:10]=[C:9]3[C:5]=2[N:6]=[CH:7][N:8]3[CH2:11][CH3:12])=[CH:15][CH:16]=1. The catalyst class is: 16. (3) Reactant: C(O[C:4](=[O:17])[CH:5]([C:11]1[CH:16]=[CH:15][CH:14]=[CH:13][CH:12]=1)[C:6]([O:8]CC)=O)C.S(O)(O)(=O)=O.[NH2:23][C:24]1[NH:25][CH:26]=[CH:27][N:28]=1.C1CCN2C(=NCCC2)CC1. Product: [C:11]1([C:5]2[C:4]([OH:17])=[N:23][C:24]3[N:25]([CH:26]=[CH:27][N:28]=3)[C:6]=2[OH:8])[CH:12]=[CH:13][CH:14]=[CH:15][CH:16]=1. The catalyst class is: 3.